From a dataset of Reaction yield outcomes from USPTO patents with 853,638 reactions. Predict the reaction yield, written as a fraction of the theoretical maximum amount of product (1.0 means a 100% yield; for example, 0.34 means a 34% yield). (1) The catalyst is O1CCOCC1.C(OCC)(=O)C.O. The product is [C:2]1([C:26]2[CH:31]=[CH:30][CH:29]=[CH:28][CH:27]=2)[CH:7]=[CH:6][C:5]([S:8]([N:11]2[CH2:25][CH2:24][C:14]3([O:19][CH2:18][C:17](=[O:20])[N:16]([CH:21]4[CH2:23][CH2:22]4)[CH2:15]3)[CH2:13][CH2:12]2)(=[O:10])=[O:9])=[CH:4][CH:3]=1. The yield is 0.650. The reactants are Br[C:2]1[CH:7]=[CH:6][C:5]([S:8]([N:11]2[CH2:25][CH2:24][C:14]3([O:19][CH2:18][C:17](=[O:20])[N:16]([CH:21]4[CH2:23][CH2:22]4)[CH2:15]3)[CH2:13][CH2:12]2)(=[O:10])=[O:9])=[CH:4][CH:3]=1.[C:26]1(B(O)O)[CH:31]=[CH:30][CH:29]=[CH:28][CH:27]=1.C(=O)([O-])[O-].[K+].[K+]. (2) The catalyst is C(Cl)Cl. The reactants are [CH:1]1([C:7]([N:9]2[CH2:18][CH2:17][C:16]3[C:11](=[CH:12][CH:13]=[C:14]([C:19]([N:21]4[CH2:28][CH:27]5[CH:23]([CH2:24][NH:25][CH2:26]5)[CH2:22]4)=[O:20])[CH:15]=3)[CH2:10]2)=[O:8])[CH2:6][CH2:5][CH2:4][CH2:3][CH2:2]1.C(OC(N1C[CH:63]2[CH:62](CN(C(C3C=C4C(=CC=3)CN(C([CH:58]3[CH2:63][CH2:62][CH2:61]CC3)=O)CC4)=O)[CH2:58]2)[CH2:61]1)=O)(C)(C)C.C(O)(C(F)(F)F)=O. The yield is 0.680. The product is [CH:61]1([N:25]2[CH2:24][CH:23]3[CH2:22][N:21]([C:19]([C:14]4[CH:15]=[C:16]5[C:11](=[CH:12][CH:13]=4)[CH2:10][N:9]([C:7]([CH:1]4[CH2:6][CH2:5][CH2:4][CH2:3][CH2:2]4)=[O:8])[CH2:18][CH2:17]5)=[O:20])[CH2:28][CH:27]3[CH2:26]2)[CH2:62][CH2:63][CH2:58]1. (3) The reactants are [N+:1]([C:4]1[CH:12]=[CH:11][CH:10]=[C:9]2[C:5]=1[CH2:6][NH:7][CH2:8]2)([O-:3])=[O:2].[C:13](Cl)(=[O:16])[CH:14]=[CH2:15].C([O-])(O)=O.[Na+]. The catalyst is C(Cl)Cl. The product is [N+:1]([C:4]1[CH:12]=[CH:11][CH:10]=[C:9]2[C:5]=1[CH2:6][N:7]([C:13](=[O:16])[CH:14]=[CH2:15])[CH2:8]2)([O-:3])=[O:2]. The yield is 0.600.